This data is from Full USPTO retrosynthesis dataset with 1.9M reactions from patents (1976-2016). The task is: Predict the reactants needed to synthesize the given product. Given the product [B:4]([C:9]1[CH:24]=[C:23]([C:25]([F:26])([F:27])[F:28])[CH:22]=[CH:21][C:10]=1[O:11][C@@H:12]([CH3:20])[C:13]([OH:15])=[O:14])([OH:5])[OH:3], predict the reactants needed to synthesize it. The reactants are: CC1(C)C(C)(C)[O:5][B:4]([C:9]2[CH:24]=[C:23]([C:25]([F:28])([F:27])[F:26])[CH:22]=[CH:21][C:10]=2[O:11][C@@H:12]([CH3:20])[C:13]([O:15]C(C)(C)C)=[O:14])[O:3]1.